Predict the reaction yield, written as a fraction of the theoretical maximum amount of product (1.0 means a 100% yield; for example, 0.34 means a 34% yield). From a dataset of Reaction yield outcomes from USPTO patents with 853,638 reactions. (1) The reactants are [H-].[Na+].[Si:3]([O:20][CH2:21][CH2:22][O:23][CH2:24][C@H:25]([OH:36])[C:26]([NH:28][C:29]1[CH:34]=[CH:33][C:32]([CH3:35])=[CH:31][N:30]=1)=[O:27])([C:16]([CH3:19])([CH3:18])[CH3:17])([C:10]1[CH:15]=[CH:14][CH:13]=[CH:12][CH:11]=1)[C:4]1[CH:9]=[CH:8][CH:7]=[CH:6][CH:5]=1.[CH2:37]([N:44]1[C:48]2=[N:49][CH:50]=[N:51][C:52](Cl)=[C:47]2[CH:46]=[N:45]1)[C:38]1[CH:43]=[CH:42][CH:41]=[CH:40][CH:39]=1.C(O)(=O)CC(CC(O)=O)(C(O)=O)O. The catalyst is C1COCC1.O.CCOC(C)=O. The product is [CH2:37]([N:44]1[C:48]2=[N:49][CH:50]=[N:51][C:52]([O:36][C@@H:25]([CH2:24][O:23][CH2:22][CH2:21][O:20][Si:3]([C:16]([CH3:19])([CH3:18])[CH3:17])([C:10]3[CH:11]=[CH:12][CH:13]=[CH:14][CH:15]=3)[C:4]3[CH:5]=[CH:6][CH:7]=[CH:8][CH:9]=3)[C:26]([NH:28][C:29]3[CH:34]=[CH:33][C:32]([CH3:35])=[CH:31][N:30]=3)=[O:27])=[C:47]2[CH:46]=[N:45]1)[C:38]1[CH:39]=[CH:40][CH:41]=[CH:42][CH:43]=1. The yield is 0.770. (2) The reactants are [O:1]1[CH2:5][CH2:4][O:3][CH:2]1[C:6]1[CH:13]=[CH:12][C:9]([CH:10]=O)=[CH:8][CH:7]=1.[NH2:14][C:15]1[CH:20]=[CH:19][CH:18]=[CH:17][CH:16]=1.C(O)(=O)C.C(O[BH-](OC(=O)C)OC(=O)C)(=O)C.[Na+]. The catalyst is O1CCCC1. The product is [O:1]1[CH2:5][CH2:4][O:3][CH:2]1[C:6]1[CH:13]=[CH:12][C:9]([CH2:10][NH:14][C:15]2[CH:20]=[CH:19][CH:18]=[CH:17][CH:16]=2)=[CH:8][CH:7]=1. The yield is 0.460.